From a dataset of Catalyst prediction with 721,799 reactions and 888 catalyst types from USPTO. Predict which catalyst facilitates the given reaction. Product: [C:3]1([CH:2]([N:13]([CH2:35][CH2:36][CH2:37][C:38]2[CH:43]=[CH:42][CH:41]=[C:40]([C:44]([F:45])([F:46])[F:47])[CH:39]=2)[CH2:14][CH2:15][CH2:16][C:17]2[CH:18]=[CH:19][CH:20]=[C:21]([C:23]([F:24])([F:25])[F:26])[CH:22]=2)[CH3:1])[C:8]2[C:7](=[CH:12][CH:11]=[CH:10][CH:9]=2)[CH:6]=[CH:5][CH:4]=1. The catalyst class is: 11. Reactant: [CH3:1][C@@H:2]([NH:13][CH2:14][CH2:15][CH2:16][C:17]1[CH:18]=[CH:19][CH:20]=[C:21]([C:23]([F:26])([F:25])[F:24])[CH:22]=1)[C:3]1[CH:4]=[CH:5][CH:6]=[C:7]2[CH:12]=[CH:11][CH:10]=[CH:9][C:8]=12.Cl.C(=O)([O-])[O-].[K+].[K+].Br[CH2:35][CH2:36][CH2:37][C:38]1[CH:43]=[CH:42][CH:41]=[C:40]([C:44]([F:47])([F:46])[F:45])[CH:39]=1.